Predict the reaction yield, written as a fraction of the theoretical maximum amount of product (1.0 means a 100% yield; for example, 0.34 means a 34% yield). From a dataset of Reaction yield outcomes from USPTO patents with 853,638 reactions. The product is [CH3:1][C:2]1[N:6]([CH2:7][C:8]2[CH:25]=[CH:24][C:11]3/[C:12](=[CH:41]/[C:40]([OH:37])=[O:42])/[C:13]4[CH:20]=[CH:19][CH:18]=[CH:17][C:14]=4[CH2:15][CH2:16][C:10]=3[CH:9]=2)[C:5]2[CH:26]=[C:27]([C:31]3[CH:36]=[CH:35][CH:34]=[CH:33][CH:32]=3)[CH:28]=[C:29]([CH3:30])[C:4]=2[N:3]=1. The reactants are [CH3:1][C:2]1[N:6]([CH2:7][C:8]2[CH:25]=[CH:24][C:11]3/[C:12](=C/C#N)/[C:13]4[CH:20]=[CH:19][CH:18]=[CH:17][C:14]=4[CH2:15][CH2:16][C:10]=3[CH:9]=2)[C:5]2[CH:26]=[C:27]([C:31]3[CH:36]=[CH:35][CH:34]=[CH:33][CH:32]=3)[CH:28]=[C:29]([CH3:30])[C:4]=2[N:3]=1.[OH-:37].[Na+].Cl.[CH2:40]([OH:42])[CH3:41]. No catalyst specified. The yield is 0.410.